This data is from Full USPTO retrosynthesis dataset with 1.9M reactions from patents (1976-2016). The task is: Predict the reactants needed to synthesize the given product. (1) Given the product [CH2:1]([O:8][C:9]([NH:11][CH2:12][C@H:13]([N:29]([CH3:30])[C:36]([NH:35][CH2:34][C:33]1[CH:48]=[CH:49][CH:50]=[C:51]([F:52])[C:32]=1[Cl:31])=[O:47])[CH2:14][O:15][C:16](=[O:28])[NH:17][C:18]1[N:19]=[CH:20][C:21]2[C:26]([CH:27]=1)=[CH:25][CH:24]=[CH:23][CH:22]=2)=[O:10])[C:2]1[CH:3]=[CH:4][CH:5]=[CH:6][CH:7]=1, predict the reactants needed to synthesize it. The reactants are: [CH2:1]([O:8][C:9]([NH:11][CH2:12][C@H:13]([NH:29][CH3:30])[CH2:14][O:15][C:16](=[O:28])[NH:17][C:18]1[N:19]=[CH:20][C:21]2[C:26]([CH:27]=1)=[CH:25][CH:24]=[CH:23][CH:22]=2)=[O:10])[C:2]1[CH:7]=[CH:6][CH:5]=[CH:4][CH:3]=1.[Cl:31][C:32]1[C:51]([F:52])=[CH:50][CH:49]=[CH:48][C:33]=1[CH2:34][NH:35][C:36](=[O:47])OC1C=CC([N+]([O-])=O)=CC=1.CCN(C(C)C)C(C)C. (2) Given the product [Br:1][C:2]1[C:3](=[O:18])[C@@H:4]2[C@H:8]([C:9]=1[C:10]1[CH:15]=[CH:14][C:13]([OH:16])=[CH:12][CH:11]=1)[CH2:7][CH2:6][CH2:5]2, predict the reactants needed to synthesize it. The reactants are: [Br:1][C:2]1[C:3](=[O:18])[CH:4]2[CH:8]([C:9]=1[C:10]1[CH:15]=[CH:14][C:13]([O:16]C)=[CH:12][CH:11]=1)[CH2:7][CH2:6][CH2:5]2.CCCCCCC.CC(O)C.C(O)(C(F)(F)F)=O. (3) Given the product [CH3:16][CH:17]1[C:5]2[NH:6][C:7]3[C:12](=[CH:11][CH:10]=[CH:9][CH:8]=3)[C:4]=2[CH2:3][CH:2]([C:13]([OH:15])=[O:14])[NH:1]1, predict the reactants needed to synthesize it. The reactants are: [NH2:1][C@H:2]([C:13]([OH:15])=[O:14])[CH2:3][C:4]1[C:12]2[C:7](=[CH:8][CH:9]=[CH:10][CH:11]=2)[NH:6][CH:5]=1.[CH:16](=O)[CH3:17]. (4) Given the product [NH2:21][C:22]1[S:23][C@:24]2([C:39]#[N:40])[C@H:26]([C@:27]([C:30]3[C:31]([O:37][CH3:38])=[N:32][CH:33]=[C:34]([NH2:1])[CH:35]=3)([CH3:29])[N:28]=1)[CH2:25]2, predict the reactants needed to synthesize it. The reactants are: [NH2:1]C1C=CC(F)=C([C@]2(C)[C@H]3[C@](C(F)F)(C3)SC(N)=N2)C=1.[NH2:21][C:22]1[S:23][C@:24]2([C:39]#[N:40])[C@H:26]([C@:27]([C:30]3[C:31]([O:37][CH3:38])=[N:32][CH:33]=[C:34](Br)[CH:35]=3)([CH3:29])[N:28]=1)[CH2:25]2.[N-]=[N+]=[N-].[Na+].O=C1O[C@H]([C@H](CO)O)C([O-])=C1O.[Na+].CP(C)C.C1COCC1. (5) Given the product [CH2:1]([O:8][CH2:9][C:10]1[N:15]=[C:14]([OH:16])[C:13]([C:17]([NH:34][CH2:33][C:32]2[CH:5]=[CH:4][C:3]3[C:30](=[CH:29][CH:6]=[CH:7][CH:2]=3)[CH:31]=2)=[O:19])=[CH:12][N:11]=1)[C:2]1[CH:3]=[CH:4][CH:5]=[CH:6][CH:7]=1, predict the reactants needed to synthesize it. The reactants are: [CH2:1]([O:8][CH2:9][C:10]1[N:15]=[C:14]([OH:16])[C:13]([C:17]([OH:19])=O)=[CH:12][N:11]=1)[C:2]1[CH:7]=[CH:6][CH:5]=[CH:4][CH:3]=1.CN(C(ON1N=N[C:30]2[CH:31]=[CH:32][CH:33]=[N:34][C:29]1=2)=[N+](C)C)C.F[P-](F)(F)(F)(F)F. (6) Given the product [CH2:13]([N:15]1[C:21]2[N:22]=[CH:23][C:24]([CH2:26][CH2:27][O:28][C:40]3[C:49]4[C:44](=[CH:45][CH:46]=[CH:47][CH:48]=4)[N:43]=[CH:42][CH:41]=3)=[CH:25][C:20]=2[C:19](=[O:29])[N:18]([CH3:30])[C:17]2[CH:31]=[CH:32][C:33]([C:35]([F:37])([F:36])[F:38])=[N:34][C:16]1=2)[CH3:14], predict the reactants needed to synthesize it. The reactants are: N(C(OCC)=O)=NC(OCC)=O.[CH2:13]([N:15]1[C:21]2[N:22]=[CH:23][C:24]([CH2:26][CH2:27][OH:28])=[CH:25][C:20]=2[C:19](=[O:29])[N:18]([CH3:30])[C:17]2[CH:31]=[CH:32][C:33]([C:35]([F:38])([F:37])[F:36])=[N:34][C:16]1=2)[CH3:14].O[C:40]1[C:49]2[C:44](=[CH:45][CH:46]=[CH:47][CH:48]=2)[N:43]=[CH:42][CH:41]=1.C1C=CC(P(C2C=CC=CC=2)C2C=CC=CC=2)=CC=1. (7) Given the product [F:20][CH:9]1[C:4](=[O:3])[CH2:5][CH2:6][N:7]([C:10]([O:12][C:13]([CH3:16])([CH3:15])[CH3:14])=[O:11])[CH2:8]1, predict the reactants needed to synthesize it. The reactants are: C[Si](C)(C)[O:3][C:4]1[CH2:9][CH2:8][N:7]([C:10]([O:12][C:13]([CH3:16])([CH3:15])[CH3:14])=[O:11])[CH2:6][CH:5]=1.[B-](F)(F)(F)[F:20].[B-](F)(F)(F)F.C1[N+]2(CCl)CC[N+](F)(CC2)C1. (8) Given the product [Br:1][C:2]1[CH:3]=[N:4][C:5]2[N:6]([N:8]=[C:9]([C:11]([N:16]3[CH2:17][CH2:18][C:19]4[C:24](=[CH:23][N:22]=[CH:21][CH:20]=4)[CH:15]3[CH3:14])=[O:13])[CH:10]=2)[CH:7]=1, predict the reactants needed to synthesize it. The reactants are: [Br:1][C:2]1[CH:3]=[N:4][C:5]2[N:6]([N:8]=[C:9]([C:11]([OH:13])=O)[CH:10]=2)[CH:7]=1.[CH3:14][CH:15]1[C:24]2[C:19](=[CH:20][CH:21]=[N:22][CH:23]=2)[CH2:18][CH2:17][NH:16]1.